From a dataset of NCI-60 drug combinations with 297,098 pairs across 59 cell lines. Regression. Given two drug SMILES strings and cell line genomic features, predict the synergy score measuring deviation from expected non-interaction effect. (1) Drug 1: CC1=CC=C(C=C1)C2=CC(=NN2C3=CC=C(C=C3)S(=O)(=O)N)C(F)(F)F. Drug 2: N.N.Cl[Pt+2]Cl. Cell line: HOP-62. Synergy scores: CSS=14.9, Synergy_ZIP=4.46, Synergy_Bliss=9.39, Synergy_Loewe=-21.2, Synergy_HSA=-0.316. (2) Drug 1: CS(=O)(=O)C1=CC(=C(C=C1)C(=O)NC2=CC(=C(C=C2)Cl)C3=CC=CC=N3)Cl. Drug 2: CCC1(C2=C(COC1=O)C(=O)N3CC4=CC5=C(C=CC(=C5CN(C)C)O)N=C4C3=C2)O.Cl. Cell line: RPMI-8226. Synergy scores: CSS=17.9, Synergy_ZIP=1.19, Synergy_Bliss=5.67, Synergy_Loewe=-21.2, Synergy_HSA=-1.09. (3) Drug 2: CN(C(=O)NC(C=O)C(C(C(CO)O)O)O)N=O. Drug 1: CC1C(C(CC(O1)OC2CC(CC3=C2C(=C4C(=C3O)C(=O)C5=C(C4=O)C(=CC=C5)OC)O)(C(=O)CO)O)N)O.Cl. Synergy scores: CSS=6.51, Synergy_ZIP=-0.0424, Synergy_Bliss=4.63, Synergy_Loewe=2.08, Synergy_HSA=1.99. Cell line: SK-MEL-5. (4) Drug 1: C1CCC(CC1)NC(=O)N(CCCl)N=O. Drug 2: C(CCl)NC(=O)N(CCCl)N=O. Cell line: PC-3. Synergy scores: CSS=5.21, Synergy_ZIP=-3.42, Synergy_Bliss=-1.12, Synergy_Loewe=-1.14, Synergy_HSA=-1.13. (5) Drug 1: CNC(=O)C1=CC=CC=C1SC2=CC3=C(C=C2)C(=NN3)C=CC4=CC=CC=N4. Drug 2: C1CCC(C1)C(CC#N)N2C=C(C=N2)C3=C4C=CNC4=NC=N3. Cell line: UO-31. Synergy scores: CSS=11.1, Synergy_ZIP=-4.40, Synergy_Bliss=-1.66, Synergy_Loewe=-2.28, Synergy_HSA=-1.64. (6) Drug 1: CN(CCCl)CCCl.Cl. Drug 2: C1CCC(C(C1)N)N.C(=O)(C(=O)[O-])[O-].[Pt+4]. Cell line: M14. Synergy scores: CSS=33.4, Synergy_ZIP=-8.98, Synergy_Bliss=-4.81, Synergy_Loewe=-2.10, Synergy_HSA=-0.382. (7) Drug 1: C1CCC(C(C1)N)N.C(=O)(C(=O)[O-])[O-].[Pt+4]. Drug 2: B(C(CC(C)C)NC(=O)C(CC1=CC=CC=C1)NC(=O)C2=NC=CN=C2)(O)O. Cell line: UACC-257. Synergy scores: CSS=24.0, Synergy_ZIP=-1.75, Synergy_Bliss=1.25, Synergy_Loewe=-22.1, Synergy_HSA=1.99.